From a dataset of Blood-brain barrier permeability classification from the B3DB database. Regression/Classification. Given a drug SMILES string, predict its absorption, distribution, metabolism, or excretion properties. Task type varies by dataset: regression for continuous measurements (e.g., permeability, clearance, half-life) or binary classification for categorical outcomes (e.g., BBB penetration, CYP inhibition). Dataset: b3db_classification. (1) The compound is CC(C(=O)O)c1ccc(C(=O)c2ccccc2)s1. The result is 0 (does not penetrate BBB). (2) The result is 1 (penetrates BBB). The molecule is CCOC(=O)NNC(C)c1ccccc1. (3) The molecule is CN(C)C(C)(CO)Cc1ccc(Cl)c(Cl)c1. The result is 1 (penetrates BBB). (4) The compound is CC(C)(C)CC(=O)OCC(=O)[C@@]12OC(C)(C)O[C@@H]1C[C@H]1[C@@H]3CCC4=CC(=O)C=C[C@]4(C)[C@@]3(F)[C@@H](O)C[C@@]12C. The result is 1 (penetrates BBB). (5) The molecule is CCCCc1ncc(/C=C(/Cc2cccs2)C(=O)O)n1Cc1ccc(C(=O)O)cc1. The result is 0 (does not penetrate BBB). (6) The compound is C=C1C[C@H](C)[C@H]2[C@H]3Cc4ccc(O)cc4[C@@]2(CCN3CC2CCC2)C1. The result is 1 (penetrates BBB). (7) The molecule is C=CCN1CC[C@@]23c4c5ccc(O)c4O[C@H]2C(=O)CC[C@@]3(O)[C@H]1C5. The result is 1 (penetrates BBB). (8) The result is 1 (penetrates BBB). The compound is NC(=O)NCCN1CCN(c2cccc(C(F)(F)F)c2)CC1. (9) The compound is C[C@]12C[C@H](O)[C@@]3(F)[C@@H](C[C@H](F)C4=CC(=O)C=C[C@@]43C)[C@@H]1C[C@@H](O)[C@]2(O)C(=O)CO. The result is 1 (penetrates BBB). (10) The compound is COc1ccc(Cl)c2c1CCC[C@H]2N(C)C. The result is 1 (penetrates BBB).